From a dataset of Forward reaction prediction with 1.9M reactions from USPTO patents (1976-2016). Predict the product of the given reaction. (1) Given the reactants C([N+](CCCC)(CCCC)CCCC)CCC.C([N+](CCCC)(CCCC)CCCC)CCC.[C:35]([O:39][C:40]([NH:42][C@H:43]([CH2:49][C:50]1[CH:55]=[CH:54][CH:53]=[CH:52][C:51]=1[F:56])[CH2:44][S:45]([O-])(=[O:47])=[O:46])=[O:41])([CH3:38])([CH3:37])[CH3:36].[Cl:57]C(Cl)(OC(=O)OC(Cl)(Cl)Cl)Cl, predict the reaction product. The product is: [C:35]([O:39][C:40](=[O:41])[NH:42][C@@H:43]([CH2:44][S:45]([Cl:57])(=[O:47])=[O:46])[CH2:49][C:50]1[CH:55]=[CH:54][CH:53]=[CH:52][C:51]=1[F:56])([CH3:38])([CH3:37])[CH3:36]. (2) Given the reactants Cl.[NH:2]1[CH2:7][CH2:6][CH2:5][CH:4]([CH2:8][C:9]([N:11]2[CH:16]3[CH2:17][CH2:18][CH:12]2[CH2:13][CH:14]([OH:19])[CH2:15]3)=[O:10])[CH2:3]1.[F:20][C:21]1[CH:22]=[C:23]([CH:26]=[CH:27][C:28]=1F)[C:24]#[N:25].C(=O)([O-])[O-].[K+].[K+].CN(C)C=O, predict the reaction product. The product is: [F:20][C:21]1[CH:22]=[C:23]([CH:26]=[CH:27][C:28]=1[N:2]1[CH2:7][CH2:6][CH2:5][CH:4]([CH2:8][C:9]([N:11]2[CH:16]3[CH2:17][CH2:18][CH:12]2[CH2:13][CH:14]([OH:19])[CH2:15]3)=[O:10])[CH2:3]1)[C:24]#[N:25].